Dataset: Reaction yield outcomes from USPTO patents with 853,638 reactions. Task: Predict the reaction yield, written as a fraction of the theoretical maximum amount of product (1.0 means a 100% yield; for example, 0.34 means a 34% yield). The reactants are [Cl:1][C:2]1[CH:9]=[CH:8][CH:7]=[C:6]([C:10]2[CH:15]=[CH:14][N:13]=[CH:12][CH:11]=2)[C:3]=1[CH:4]=O.Cl.[NH2:17][OH:18]. The catalyst is N1C=CC=CC=1. The product is [Cl:1][C:2]1[CH:9]=[CH:8][CH:7]=[C:6]([C:10]2[CH:15]=[CH:14][N:13]=[CH:12][CH:11]=2)[C:3]=1[CH:4]=[N:17][OH:18]. The yield is 0.990.